The task is: Binary Classification. Given a T-cell receptor sequence (or CDR3 region) and an epitope sequence, predict whether binding occurs between them.. This data is from TCR-epitope binding with 47,182 pairs between 192 epitopes and 23,139 TCRs. (1) The epitope is FIAGLIAIV. The TCR CDR3 sequence is CASSQGTLYEQYF. Result: 0 (the TCR does not bind to the epitope). (2) The epitope is MMISAGFSL. The TCR CDR3 sequence is CASSLAVSRSETQYF. Result: 0 (the TCR does not bind to the epitope). (3) The epitope is FLASKIGRLV. The TCR CDR3 sequence is CASSQGLAEWDEQFF. Result: 0 (the TCR does not bind to the epitope). (4) The epitope is FLASKIGRLV. The TCR CDR3 sequence is CASSNANTGELFF. Result: 0 (the TCR does not bind to the epitope). (5) The epitope is YLNTLTLAV. The TCR CDR3 sequence is CASSPGSGGGTEAFF. Result: 1 (the TCR binds to the epitope). (6) Result: 0 (the TCR does not bind to the epitope). The TCR CDR3 sequence is CASSPTGARGPNEKLFF. The epitope is GLNKIVRMY. (7) The epitope is GPGHKARVL. The TCR CDR3 sequence is CASSLGTGEGTEAFF. Result: 0 (the TCR does not bind to the epitope). (8) The epitope is QECVRGTTVL. The TCR CDR3 sequence is CASSLWGQEAFF. Result: 0 (the TCR does not bind to the epitope).